Dataset: Ames mutagenicity test results for genotoxicity prediction. Task: Regression/Classification. Given a drug SMILES string, predict its toxicity properties. Task type varies by dataset: regression for continuous values (e.g., LD50, hERG inhibition percentage) or binary classification for toxic/non-toxic outcomes (e.g., AMES mutagenicity, cardiotoxicity, hepatotoxicity). Dataset: ames. (1) The drug is CC(C)C[C@@H](C)N. The result is 0 (non-mutagenic). (2) The compound is COc1c(C(C)(C)C)cc([N+](=O)[O-])c(C)c1[N+](=O)[O-]. The result is 0 (non-mutagenic). (3) The compound is Cc1ncc[nH]1. The result is 0 (non-mutagenic).